From a dataset of Forward reaction prediction with 1.9M reactions from USPTO patents (1976-2016). Predict the product of the given reaction. (1) Given the reactants [CH3:1][N:2]1[CH:6]=[CH:5][N:4]=[CH:3]1.[CH3:7][S:8]([O:11][CH2:12][CH2:13][CH3:14])(=[O:10])=[O:9], predict the reaction product. The product is: [CH3:7][S:8]([O-:11])(=[O:10])=[O:9].[CH3:1][N+:2]1[CH:6]=[CH:5][N:4]([CH2:12][CH2:13][CH3:14])[CH:3]=1. (2) Given the reactants [NH2:1][C:2]1[CH:3]=[C:4]([O:26][C:27](=[O:29])[CH3:28])[CH:5]=[CH:6][C:7]=1[O:8][Si:9]([C:22]([CH3:25])([CH3:24])[CH3:23])([C:16]1[CH:21]=[CH:20][CH:19]=[CH:18][CH:17]=1)[C:10]1[CH:15]=[CH:14][CH:13]=[CH:12][CH:11]=1.C(NC(C)C)(C)C.[CH3:37][S:38](Cl)(=[O:40])=[O:39], predict the reaction product. The product is: [C:27]([O:26][C:4]1[CH:5]=[CH:6][C:7]([O:8][Si:9]([C:22]([CH3:25])([CH3:23])[CH3:24])([C:10]2[CH:15]=[CH:14][CH:13]=[CH:12][CH:11]=2)[C:16]2[CH:17]=[CH:18][CH:19]=[CH:20][CH:21]=2)=[C:2]([NH:1][S:38]([CH3:37])(=[O:40])=[O:39])[CH:3]=1)(=[O:29])[CH3:28]. (3) Given the reactants [F:1][C:2]1[CH:7]=[CH:6][C:5]([CH2:8][C:9]([OH:11])=O)=[CH:4][C:3]=1[C:12]([F:15])([F:14])[F:13].C(Cl)(=O)C(Cl)=O.CN(C)C=O.[S:27]1[CH2:32][CH2:31][CH:30]([CH2:33][NH:34][C@@H:35]([C:37]2[N:38]([C:48]3[CH:53]=[CH:52][C:51]([O:54][CH2:55][C:56]([F:59])([F:58])[F:57])=[CH:50][CH:49]=3)[C:39](=[O:47])[C:40]3[CH:46]=[CH:45][CH:44]=[N:43][C:41]=3[N:42]=2)[CH3:36])[CH2:29][CH2:28]1.C(N(CC)CC)C, predict the reaction product. The product is: [F:1][C:2]1[CH:7]=[CH:6][C:5]([CH2:8][C:9]([N:34]([C@@H:35]([C:37]2[N:38]([C:48]3[CH:49]=[CH:50][C:51]([O:54][CH2:55][C:56]([F:57])([F:59])[F:58])=[CH:52][CH:53]=3)[C:39](=[O:47])[C:40]3[CH:46]=[CH:45][CH:44]=[N:43][C:41]=3[N:42]=2)[CH3:36])[CH2:33][CH:30]2[CH2:31][CH2:32][S:27][CH2:28][CH2:29]2)=[O:11])=[CH:4][C:3]=1[C:12]([F:15])([F:14])[F:13]. (4) Given the reactants [F:1][C:2]1[C:7]([F:8])=[C:6]([NH:9][C:10]2[CH:15]=[CH:14][C:13]([I:16])=[CH:12][C:11]=2[F:17])[C:5]([NH2:18])=[C:4]([O:19][CH3:20])[CH:3]=1.[CH2:21]([C:24]1([S:27](Cl)(=[O:29])=[O:28])[CH2:26][CH2:25]1)[CH:22]=[CH2:23], predict the reaction product. The product is: [CH2:21]([C:24]1([S:27]([NH:18][C:5]2[C:4]([O:19][CH3:20])=[CH:3][C:2]([F:1])=[C:7]([F:8])[C:6]=2[NH:9][C:10]2[CH:15]=[CH:14][C:13]([I:16])=[CH:12][C:11]=2[F:17])(=[O:29])=[O:28])[CH2:26][CH2:25]1)[CH:22]=[CH2:23]. (5) Given the reactants C(OC([N:8]([CH2:22]/[CH:23]=[CH:24]/[C:25]1[CH:30]=[CH:29][C:28]([C:31]2[S:32][C:33]([NH:39][C:40](=[O:42])[NH2:41])=[C:34]([C:36](=[O:38])[NH2:37])[CH:35]=2)=[CH:27][CH:26]=1)[C@H:9]([C:14]([O:16][CH:17]1[CH2:21][CH2:20][CH2:19][CH2:18]1)=[O:15])[CH2:10][CH:11]([CH3:13])[CH3:12])=O)(C)(C)C.FC(F)(F)C(O)=O.CCCC(C)C, predict the reaction product. The product is: [C:36]([C:34]1[CH:35]=[C:31]([C:28]2[CH:27]=[CH:26][C:25](/[CH:24]=[CH:23]/[CH2:22][NH:8][C@H:9]([C:14]([O:16][CH:17]3[CH2:21][CH2:20][CH2:19][CH2:18]3)=[O:15])[CH2:10][CH:11]([CH3:12])[CH3:13])=[CH:30][CH:29]=2)[S:32][C:33]=1[NH:39][C:40](=[O:42])[NH2:41])(=[O:38])[NH2:37]. (6) Given the reactants [Cl:1][C:2]1[CH:3]=[N:4][C:5]2[N:6]([N:8]=[C:9]([CH:11]=O)[N:10]=2)[CH:7]=1.C(C1NC(C=O)=C(C)N=1)C.[CH:23]1([C:28]2([CH2:36][CH2:37][C:38]3[CH:43]=[CH:42][C:41]([C:44]4([C:49]#[N:50])[CH2:48][CH2:47][CH2:46][CH2:45]4)=[C:40]([F:51])[CH:39]=3)[CH2:33][C:32](=[O:34])[CH2:31][C:30](=[O:35])[O:29]2)[CH2:27][CH2:26][CH2:25][CH2:24]1.C1(C2(CCC3C=CC(C(C)(C)C#N)=C(F)C=3)CC(O)=CC(=O)O2)CCCC1, predict the reaction product. The product is: [Cl:1][C:2]1[CH:3]=[N:4][C:5]2[N:6]([N:8]=[C:9]([CH2:11][C:31]3[C:30](=[O:35])[O:29][C:28]([CH2:36][CH2:37][C:38]4[CH:43]=[CH:42][C:41]([C:44]5([C:49]#[N:50])[CH2:45][CH2:46][CH2:47][CH2:48]5)=[C:40]([F:51])[CH:39]=4)([CH:23]4[CH2:27][CH2:26][CH2:25][CH2:24]4)[CH2:33][C:32]=3[OH:34])[N:10]=2)[CH:7]=1. (7) Given the reactants [Br:1][C:2]1[CH:3]=[CH:4][C:5](I)=[C:6]([CH:9]=1)[CH:7]=[O:8].[CH2:11]([O:13][C:14](=[O:33])[CH2:15][C:16]1[CH:21]=[CH:20][C:19]([O:22][CH3:23])=[C:18](B2OC(C)(C)C(C)(C)O2)[CH:17]=1)[CH3:12], predict the reaction product. The product is: [CH2:11]([O:13][C:14](=[O:33])[CH2:15][C:16]1[CH:17]=[C:18]([C:5]2[CH:4]=[CH:3][C:2]([Br:1])=[CH:9][C:6]=2[CH:7]=[O:8])[C:19]([O:22][CH3:23])=[CH:20][CH:21]=1)[CH3:12]. (8) Given the reactants [CH2:1]([O:3][C:4]1[CH:9]=[CH:8][CH:7]=[CH:6][C:5]=1[C:10]1[N:15]=[CH:14][N:13]=[C:12]([NH:16][C:17]([CH:19]2[CH2:24][CH2:23][NH:22][CH2:21][CH2:20]2)=[O:18])[CH:11]=1)[CH3:2].CCN(CC)CC.[C:32](Cl)(=[O:34])[CH3:33], predict the reaction product. The product is: [CH2:1]([O:3][C:4]1[CH:9]=[CH:8][CH:7]=[CH:6][C:5]=1[C:10]1[N:15]=[CH:14][N:13]=[C:12]([NH:16][C:17]([CH:19]2[CH2:24][CH2:23][N:22]([C:32](=[O:34])[CH3:33])[CH2:21][CH2:20]2)=[O:18])[CH:11]=1)[CH3:2].